This data is from Peptide-MHC class I binding affinity with 185,985 pairs from IEDB/IMGT. The task is: Regression. Given a peptide amino acid sequence and an MHC pseudo amino acid sequence, predict their binding affinity value. This is MHC class I binding data. (1) The binding affinity (normalized) is 0.0847. The peptide sequence is CTELKLSDY. The MHC is HLA-A80:01 with pseudo-sequence HLA-A80:01. (2) The binding affinity (normalized) is 0.556. The MHC is HLA-B57:01 with pseudo-sequence HLA-B57:01. The peptide sequence is TLNAWVKVV.